Dataset: Reaction yield outcomes from USPTO patents with 853,638 reactions. Task: Predict the reaction yield, written as a fraction of the theoretical maximum amount of product (1.0 means a 100% yield; for example, 0.34 means a 34% yield). The reactants are [NH2:1][C:2]1[C:7]([NH2:8])=[C:6]([NH:9][C@@H:10]2[C@@H:15]3[CH2:16][C@@H:12]([CH:13]=[CH:14]3)[C@@H:11]2[C:17]([NH2:19])=[O:18])[C:5]([Cl:20])=[CH:4][N:3]=1.[CH3:21][C:22]1[CH:29]=[C:28]([N:30]2[CH2:35][CH2:34][O:33][CH2:32][CH2:31]2)[CH:27]=[CH:26][C:23]=1[CH:24]=O.C([O-])(=O)C.[NH4+]. No catalyst specified. The product is [Cl:20][C:5]1[C:6]([NH:9][C@@H:10]2[C@@H:15]3[CH2:16][C@@H:12]([CH:13]=[CH:14]3)[C@@H:11]2[C:17]([NH2:19])=[O:18])=[C:7]2[N:8]=[C:24]([C:23]3[CH:26]=[CH:27][C:28]([N:30]4[CH2:35][CH2:34][O:33][CH2:32][CH2:31]4)=[CH:29][C:22]=3[CH3:21])[NH:1][C:2]2=[N:3][CH:4]=1. The yield is 0.350.